Dataset: Reaction yield outcomes from USPTO patents with 853,638 reactions. Task: Predict the reaction yield, written as a fraction of the theoretical maximum amount of product (1.0 means a 100% yield; for example, 0.34 means a 34% yield). (1) The reactants are Cl[C:2]1[N:7]=[C:6]([C:8]2[C:16]3[C:11](=[CH:12][CH:13]=[CH:14][CH:15]=3)[N:10]([S:17]([C:20]3[CH:25]=[CH:24][CH:23]=[CH:22][CH:21]=3)(=[O:19])=[O:18])[C:9]=2[CH3:26])[C:5]([Cl:27])=[CH:4][N:3]=1.[NH2:28][C@@H:29]1[CH2:34][CH2:33][CH2:32][C@H:31]([NH:35][C:36](=[O:45])[O:37][CH2:38][C:39]2[CH:44]=[CH:43][CH:42]=[CH:41][CH:40]=2)[CH2:30]1.CCN(C(C)C)C(C)C. The catalyst is CN(C=O)C.CCO. The product is [Cl:27][C:5]1[C:6]([C:8]2[C:16]3[C:11](=[CH:12][CH:13]=[CH:14][CH:15]=3)[N:10]([S:17]([C:20]3[CH:25]=[CH:24][CH:23]=[CH:22][CH:21]=3)(=[O:19])=[O:18])[C:9]=2[CH3:26])=[N:7][C:2]([NH:28][C@@H:29]2[CH2:34][CH2:33][CH2:32][C@H:31]([NH:35][C:36](=[O:45])[O:37][CH2:38][C:39]3[CH:44]=[CH:43][CH:42]=[CH:41][CH:40]=3)[CH2:30]2)=[N:3][CH:4]=1. The yield is 0.677. (2) The reactants are [C:1]([C:4]1[O:8][N:7]=[C:6]([C:9]([O:11][CH2:12][CH3:13])=[O:10])[CH:5]=1)(=[O:3])[CH3:2].[CH2:14](O)[CH2:15][OH:16]. The catalyst is C1C=CC=CC=1.CC1C=CC(S(O)(=O)=O)=CC=1. The product is [CH3:2][C:1]1([C:4]2[O:8][N:7]=[C:6]([C:9]([O:11][CH2:12][CH3:13])=[O:10])[CH:5]=2)[O:16][CH2:15][CH2:14][O:3]1. The yield is 1.00. (3) The reactants are Br[C:2]1[CH:7]=[CH:6][C:5]([F:8])=[CH:4][N:3]=1.C(N([CH2:14][CH3:15])CC)C.CN(C)[CH:18]=[O:19].[OH2:21]. The catalyst is C([O-])(=O)C.[Pd+2].C([O-])(=O)C.C1(P(C2C=CC=CC=2)[C-]2C=CC=C2)C=CC=CC=1.[C-]1(P(C2C=CC=CC=2)C2C=CC=CC=2)C=CC=C1.[Fe+2]. The product is [F:8][C:5]1[CH:6]=[CH:7][C:2]([C:18]([O:19][CH2:14][CH3:15])=[O:21])=[N:3][CH:4]=1. The yield is 0.780. (4) The reactants are [Cl:1][C:2]1[CH:19]=[N:18][CH:17]=[C:16]([Cl:20])[C:3]=1[C:4]([NH:6][CH2:7][C:8]1[CH:13]=[CH:12][C:11]([CH2:14][OH:15])=[CH:10][CH:9]=1)=[O:5]. The catalyst is C(Cl)Cl.CO.O=[Mn]=O. The product is [Cl:20][C:16]1[CH:17]=[N:18][CH:19]=[C:2]([Cl:1])[C:3]=1[C:4]([NH:6][CH2:7][C:8]1[CH:9]=[CH:10][C:11]([CH:14]=[O:15])=[CH:12][CH:13]=1)=[O:5]. The yield is 0.660. (5) The catalyst is C(O)(=O)C. The yield is 0.300. The product is [C:17]([C:15]1[CH:14]=[N:13][N:12]([C:10]2[NH:9][C:8]3[CH:28]=[CH:29][C:5]([C:3]([OH:4])=[O:2])=[CH:6][C:7]=3[N:11]=2)[CH:16]=1)([OH:19])=[O:18]. The reactants are C[O:2][C:3]([C:5]1[CH:29]=[CH:28][C:8]2[N:9](COCCOC)[C:10]([N:12]3[CH:16]=[C:15]([C:17]([O:19]CC)=[O:18])[CH:14]=[N:13]3)=[N:11][C:7]=2[CH:6]=1)=[O:4].Cl. (6) The reactants are II.[C:3]([O:7][C:8]([NH:10][C@@H:11]([CH2:16]I)[C:12]([O:14][CH3:15])=[O:13])=[O:9])([CH3:6])([CH3:5])[CH3:4].Br[C:19]1[CH:24]=[CH:23][C:22]([C:25]2[N:26]=[C:27]([C:30]3[CH:35]=[CH:34][C:33]([O:36][CH2:37][CH2:38][CH2:39][CH2:40][CH2:41][CH2:42][CH3:43])=[CH:32][CH:31]=3)[S:28][CH:29]=2)=[CH:21][CH:20]=1.C(Cl)Cl. The catalyst is CN(C=O)C.[Zn].C1C=CC(/C=C/C(/C=C/C2C=CC=CC=2)=O)=CC=1.C1C=CC(/C=C/C(/C=C/C2C=CC=CC=2)=O)=CC=1.C1C=CC(/C=C/C(/C=C/C2C=CC=CC=2)=O)=CC=1.[Pd].[Pd].C1(P(C2CCCCC2)C2C=CC=CC=2C2C(OC)=CC=CC=2OC)CCCCC1. The product is [C:3]([O:7][C:8]([NH:10][C@@H:11]([CH2:16][C:19]1[CH:20]=[CH:21][C:22]([C:25]2[N:26]=[C:27]([C:30]3[CH:31]=[CH:32][C:33]([O:36][CH2:37][CH2:38][CH2:39][CH2:40][CH2:41][CH2:42][CH3:43])=[CH:34][CH:35]=3)[S:28][CH:29]=2)=[CH:23][CH:24]=1)[C:12]([O:14][CH3:15])=[O:13])=[O:9])([CH3:6])([CH3:5])[CH3:4]. The yield is 0.830. (7) The reactants are [C:1]([C:4]1[CH:5]=[C:6]([C:11]#[C:12][C:13]2[C:18]([C:19]([F:22])([F:21])[F:20])=[CH:17][N:16]=[C:15]([NH:23][C:24]3[CH:29]=[CH:28][C:27]([N:30]4[CH2:35][CH2:34][N:33]([C:36]([O:38][C:39]([CH3:42])([CH3:41])[CH3:40])=[O:37])[CH2:32][CH2:31]4)=[CH:26][CH:25]=3)[N:14]=2)[CH:7]=[CH:8][C:9]=1[CH3:10])(=[O:3])[NH2:2]. The catalyst is CN(C=O)C.[Pd]. The product is [C:1]([C:4]1[CH:5]=[C:6]([CH:7]=[CH:8][C:9]=1[CH3:10])[CH2:11][CH2:12][C:13]1[C:18]([C:19]([F:21])([F:22])[F:20])=[CH:17][N:16]=[C:15]([NH:23][C:24]2[CH:29]=[CH:28][C:27]([N:30]3[CH2:31][CH2:32][N:33]([C:36]([O:38][C:39]([CH3:40])([CH3:41])[CH3:42])=[O:37])[CH2:34][CH2:35]3)=[CH:26][CH:25]=2)[N:14]=1)(=[O:3])[NH2:2]. The yield is 0.320. (8) The reactants are C([O:5][C:6]([C:8]1[S:12][C:11]([O:13][C:14]2[CH:15]=[C:16]([CH3:30])[C:17]3[CH:21]([CH2:22][C:23]([O:25][CH2:26][CH3:27])=[O:24])[O:20][B:19]([OH:28])[C:18]=3[CH:29]=2)=[N:10][CH:9]=1)=[O:7])(C)(C)C. The catalyst is C(O)(C(F)(F)F)=O. The product is [CH2:26]([O:25][C:23]([CH2:22][CH:21]1[O:20][B:19]([OH:28])[C:18]2[CH:29]=[C:14]([O:13][C:11]3[S:12][C:8]([C:6]([OH:7])=[O:5])=[CH:9][N:10]=3)[CH:15]=[C:16]([CH3:30])[C:17]1=2)=[O:24])[CH3:27]. The yield is 0.870. (9) The reactants are [OH:1][C:2]1[CH:3]=[C:4]([CH:9]=[C:10]([O:13][CH3:14])[C:11]=1[OH:12])[C:5]([O:7][CH3:8])=[O:6].[C:15]([O-])([O-])=O.[K+].[K+]. The catalyst is CC(C)=O. The product is [CH3:14][O:13][C:10]1[C:11]2[O:12][CH2:15][O:1][C:2]=2[CH:3]=[C:4]([C:5]([O:7][CH3:8])=[O:6])[CH:9]=1. The yield is 0.800.